Dataset: TCR-epitope binding with 47,182 pairs between 192 epitopes and 23,139 TCRs. Task: Binary Classification. Given a T-cell receptor sequence (or CDR3 region) and an epitope sequence, predict whether binding occurs between them. (1) The epitope is EHPTFTSQYRIQGKL. The TCR CDR3 sequence is CASSVGSGTAYEQYF. Result: 0 (the TCR does not bind to the epitope). (2) Result: 1 (the TCR binds to the epitope). The epitope is AVFDRKSDAK. The TCR CDR3 sequence is CASSEDREDEQYF. (3) The epitope is DRFYKTLRAEQASQEV. The TCR CDR3 sequence is CASSLDSSGLYEQYF. Result: 0 (the TCR does not bind to the epitope). (4) The epitope is RIFTIGTVTLK. The TCR CDR3 sequence is CASSQGIQETQYF. Result: 0 (the TCR does not bind to the epitope). (5) The epitope is PKYVKQNTLKLAT. The TCR CDR3 sequence is CASSMSPGPRESPLHF. Result: 1 (the TCR binds to the epitope). (6) The epitope is LLQTGIHVRVSQPSL. The TCR CDR3 sequence is CASSLRGGFDNSPLHF. Result: 1 (the TCR binds to the epitope). (7) The epitope is KTSVDCTMYI. The TCR CDR3 sequence is CAISQGRNTGELFF. Result: 1 (the TCR binds to the epitope). (8) The epitope is SSNVANYQK. The TCR CDR3 sequence is CASSDSYNEQFF. Result: 1 (the TCR binds to the epitope).